From a dataset of Full USPTO retrosynthesis dataset with 1.9M reactions from patents (1976-2016). Predict the reactants needed to synthesize the given product. (1) Given the product [Cl:1][C:2]1[CH:3]=[CH:4][C:5]([C:8](=[CH2:13])[C:9]([O:11][CH3:12])=[O:10])=[CH:6][CH:7]=1, predict the reactants needed to synthesize it. The reactants are: [Cl:1][C:2]1[CH:7]=[CH:6][C:5]([CH:8]([CH2:13]O)[C:9]([O:11][CH3:12])=[O:10])=[CH:4][CH:3]=1.C(N(CC)CC)C.CS(Cl)(=O)=O. (2) Given the product [CH3:22][O:16][C:15]([CH:11]1[CH2:12][CH2:13][CH2:14][N:10]1[C:7]1[CH:8]=[CH:9][C:4]([N+:1]([O-:3])=[O:2])=[CH:5][CH:6]=1)=[O:17], predict the reactants needed to synthesize it. The reactants are: [N+:1]([C:4]1[CH:9]=[CH:8][C:7]([N:10]2[CH2:14][CH2:13][CH2:12][CH:11]2[C:15]([OH:17])=[O:16])=[CH:6][CH:5]=1)([O-:3])=[O:2].S(Cl)(Cl)=O.[CH3:22]O. (3) Given the product [CH2:1]([N:3]1[C:7]2[N:8]=[C:9]([C:18]3[CH:19]=[CH:20][C:21]([NH:24][C:25]([NH:27][C:28]4[CH:36]=[CH:35][C:31]([C:32]([NH:48][CH2:39][CH2:38][N:40]5[CH2:45][CH2:44][CH2:43][CH2:42][CH2:41]5)=[O:34])=[CH:30][CH:29]=4)=[O:26])=[CH:22][CH:23]=3)[N:10]=[C:11]([N:12]3[CH2:17][CH2:16][O:15][CH2:14][CH2:13]3)[C:6]=2[N:5]=[N:4]1)[CH3:2], predict the reactants needed to synthesize it. The reactants are: [CH2:1]([N:3]1[C:7]2[N:8]=[C:9]([C:18]3[CH:23]=[CH:22][C:21]([NH:24][C:25]([NH:27][C:28]4[CH:36]=[CH:35][C:31]([C:32]([OH:34])=O)=[CH:30][CH:29]=4)=[O:26])=[CH:20][CH:19]=3)[N:10]=[C:11]([N:12]3[CH2:17][CH2:16][O:15][CH2:14][CH2:13]3)[C:6]=2[N:5]=[N:4]1)[CH3:2].N[CH:38]([N:40]1[CH2:45][CH2:44][CH2:43][CH2:42][CH2:41]1)[CH3:39].CC[N:48](CC)CC.C1C=CC2N(O)N=NC=2C=1.CCN=C=NCCCN(C)C. (4) Given the product [C:1]([O:5][C:6]([N:8]1[C:12]2([CH2:17][CH2:16][CH2:15][NH:14][CH2:13]2)[CH2:11][CH2:10][CH2:9]1)=[O:7])([CH3:4])([CH3:2])[CH3:3], predict the reactants needed to synthesize it. The reactants are: [C:1]([O:5][C:6]([N:8]1[C:12]2([CH2:17][CH2:16][CH2:15][N:14](CC3C=CC=CC=3)[C:13]2=O)[CH2:11][CH2:10][CH2:9]1)=[O:7])([CH3:4])([CH3:3])[CH3:2]. (5) The reactants are: FC(F)(F)S(O)(=O)=O.[CH3:9][C:10]1[CH:11]=[CH:12][C:13]([C:16]2[N:20]([C:21]3[CH:22]=[N:23][CH:24]=[CH:25][CH:26]=3)[N:19]=[C:18]([C:27]([N:29]3[CH2:33][CH2:32][CH2:31][NH:30]3)=[O:28])[CH:17]=2)=[N:14][CH:15]=1.CN(C)[CH:36]=[O:37]. Given the product [CH3:9][C:10]1[CH:11]=[CH:12][C:13]([C:16]2[N:20]([C:21]3[CH:22]=[N:23][CH:24]=[CH:25][CH:26]=3)[N:19]=[C:18]([C:27]([N:29]3[CH2:33][CH2:32][CH2:31][N:30]3[CH:36]=[O:37])=[O:28])[CH:17]=2)=[N:14][CH:15]=1, predict the reactants needed to synthesize it. (6) The reactants are: [C:1]([O:5][C:6]([N:8]1[CH2:12][C@@H:11]([F:13])[CH2:10][C@H:9]1[CH2:14][O:15][CH2:16][CH2:17][CH2:18]/[CH:19]=[CH:20]/[C:21]([O:23][CH3:24])=[O:22])=[O:7])([CH3:4])([CH3:3])[CH3:2]. Given the product [C:1]([O:5][C:6]([N:8]1[CH2:12][C@@H:11]([F:13])[CH2:10][C@H:9]1[CH2:14][O:15][CH2:16][CH2:17][CH2:18][CH:19]=[CH:20][C:21]([O:23][CH3:24])=[O:22])=[O:7])([CH3:4])([CH3:3])[CH3:2], predict the reactants needed to synthesize it. (7) Given the product [CH3:63][C:29]1([CH3:28])[C:53]2[C:33]([CH:34]=[C:35]3[CH:52]=[C:51]4[C:38]([C:39]5[C:44]([C:45]6[C:50]4=[CH:49][CH:48]=[CH:47][CH:46]=6)=[CH:43][CH:42]=[CH:41][CH:40]=5)=[CH:37][C:36]3=2)=[CH:32][C:31]([C:2]2[CH:11]=[CH:10][C:9]3[C:4](=[CH:5][CH:6]=[C:7]([C:12]4[C:25]5[C:26]6=[C:27]7[C:22](=[CH:23][CH:24]=5)[CH:21]=[CH:20][CH:19]=[C:18]7[CH:17]=[CH:16][C:15]6=[CH:14][CH:13]=4)[CH:8]=3)[CH:3]=2)=[CH:30]1, predict the reactants needed to synthesize it. The reactants are: Br[C:2]1[CH:3]=[C:4]2[C:9](=[CH:10][CH:11]=1)[CH:8]=[C:7]([C:12]1[C:25]3[C:26]4=[C:27]5[C:22](=[CH:23][CH:24]=3)[CH:21]=[CH:20][CH:19]=[C:18]5[CH:17]=[CH:16][C:15]4=[CH:14][CH:13]=1)[CH:6]=[CH:5]2.[CH3:28][C:29]1([CH3:63])[C:53]2[C:33]([CH:34]=[C:35]3[CH:52]=[C:51]4[C:38]([C:39]5[C:44]([C:45]6[C:50]4=[CH:49][CH:48]=[CH:47][CH:46]=6)=[CH:43][CH:42]=[CH:41][CH:40]=5)=[CH:37][C:36]3=2)=[CH:32][C:31](B2OC(C)(C)C(C)(C)O2)=[CH:30]1.C([O-])([O-])=O.[Na+].[Na+].CCO.